From a dataset of Catalyst prediction with 721,799 reactions and 888 catalyst types from USPTO. Predict which catalyst facilitates the given reaction. (1) Reactant: C([NH:4][C:5]1[C:10]([C:11]([NH:13][C:14]2([C:23]([OH:25])=[O:24])[CH2:22][C:21]3[C:16](=[CH:17][CH:18]=[CH:19][CH:20]=3)[CH2:15]2)=[O:12])=[C:9]([CH:26]=[C:27]([CH3:29])[CH3:28])[C:8]([CH3:30])=[CH:7][CH:6]=1)(=O)C.C([O-])([O-])=O.[K+].[K+].[CH3:37][CH2:38]O. Product: [CH2:37]([O:25][C:23]([C:14]1([NH:13][C:11](=[O:12])[C:10]2[C:5]([NH2:4])=[CH:6][CH:7]=[C:8]([CH3:30])[C:9]=2[CH:26]=[C:27]([CH3:28])[CH3:29])[CH2:15][C:16]2[C:21](=[CH:20][CH:19]=[CH:18][CH:17]=2)[CH2:22]1)=[O:24])[CH3:38]. The catalyst class is: 45. (2) Reactant: Cl.[CH3:2][O:3][C:4]1[CH:5]=[C:6]([NH:10][NH2:11])[CH:7]=[CH:8][CH:9]=1.[CH2:12]([O:14][C:15](=[O:23])[CH:16]([C:20](=O)[CH3:21])[C:17](=O)[CH3:18])[CH3:13].N1C=CC=CC=1. Product: [CH2:12]([O:14][C:15]([C:16]1[C:17]([CH3:18])=[N:11][N:10]([C:6]2[CH:7]=[CH:8][CH:9]=[C:4]([O:3][CH3:2])[CH:5]=2)[C:20]=1[CH3:21])=[O:23])[CH3:13]. The catalyst class is: 8. (3) Reactant: [CH3:1][S:2][C:3]1[N:8]=[C:7]([C:9]2[C:10]([C:18]3[CH:23]=[CH:22][CH:21]=[C:20]([N+:24]([O-:26])=[O:25])[CH:19]=3)=[N:11][N:12]3[CH:17]=[CH:16][CH:15]=[CH:14][C:13]=23)[CH:6]=[CH:5][N:4]=1.C1C=C(Cl)C=C(C(OO)=[O:35])C=1. Product: [CH3:1][S:2]([C:3]1[N:8]=[C:7]([C:9]2[C:10]([C:18]3[CH:23]=[CH:22][CH:21]=[C:20]([N+:24]([O-:26])=[O:25])[CH:19]=3)=[N:11][N:12]3[CH:17]=[CH:16][CH:15]=[CH:14][C:13]=23)[CH:6]=[CH:5][N:4]=1)=[O:35]. The catalyst class is: 2. (4) Reactant: [C:1]([N:4]1[C:13]2[C:8](=[CH:9][CH:10]=[CH:11][CH:12]=2)[CH:7]([NH:14][C:15]2[CH:20]=[CH:19][C:18]([CH2:21][OH:22])=[CH:17][CH:16]=2)[CH2:6][CH:5]1[CH3:23])(=[O:3])[CH3:2].[H-].[Na+].[I-].[CH4:27]. Product: [C:1]([N:4]1[C:13]2[C:8](=[CH:9][CH:10]=[CH:11][CH:12]=2)[CH:7]([NH:14][C:15]2[CH:16]=[CH:17][C:18]([CH2:21][O:22][CH3:27])=[CH:19][CH:20]=2)[CH2:6][CH:5]1[CH3:23])(=[O:3])[CH3:2]. The catalyst class is: 1. (5) Reactant: [CH3:1][NH:2][CH2:3][CH2:4][OH:5].CCN(CC)CC.[CH2:13]([O:20][C:21](Cl)=[O:22])[C:14]1[CH:19]=[CH:18][CH:17]=[CH:16][CH:15]=1. Product: [CH2:13]([O:20][C:21](=[O:22])[N:2]([CH2:3][CH2:4][OH:5])[CH3:1])[C:14]1[CH:19]=[CH:18][CH:17]=[CH:16][CH:15]=1. The catalyst class is: 2. (6) Reactant: [O:1]=[C:2]1[N:6]=[C:5]2[C:7]3[CH:8]=[CH:9][CH:10]=[C:11]4[C:16]=3[C:15]([C:4]2=[C:3]1[C:17]#[N:18])=[CH:14][CH:13]=[CH:12]4.[NH2:19][C:20]1[CH:25]=[CH:24][C:23]([SH:26])=[CH:22][CH:21]=1. Product: [NH2:19][C:20]1[CH:25]=[CH:24][C:23]([S:26][C:12]2[C:11]3[C:16]4=[C:7]([C:5]5[C:4]([C:15]4=[CH:14][CH:13]=2)=[C:3]([C:17]#[N:18])[C:2](=[O:1])[N:6]=5)[C:8]([S:26][C:23]2[CH:24]=[CH:25][C:20]([NH2:19])=[CH:21][CH:22]=2)=[CH:9][CH:10]=3)=[CH:22][CH:21]=1. The catalyst class is: 10.